The task is: Predict the product of the given reaction.. This data is from Forward reaction prediction with 1.9M reactions from USPTO patents (1976-2016). (1) Given the reactants F[B-](F)(F)F.C([PH+](C(C)(C)C)C(C)(C)C)(C)(C)C.C(=O)([O-])[O-].[Na+].[Na+].[C:25]1(B(O)O)[CH:30]=[CH:29][CH:28]=[CH:27][CH:26]=1.Cl[C:35]1[N:36]=[C:37]([C:42]2[CH:47]=[CH:46][N:45]=[C:44]([NH:48][C:49](=[O:51])[CH3:50])[CH:43]=2)[S:38][C:39]=1[CH:40]=[O:41], predict the reaction product. The product is: [CH:40]([C:39]1[S:38][C:37]([C:42]2[CH:47]=[CH:46][N:45]=[C:44]([NH:48][C:49](=[O:51])[CH3:50])[CH:43]=2)=[N:36][C:35]=1[C:25]1[CH:30]=[CH:29][CH:28]=[CH:27][CH:26]=1)=[O:41]. (2) Given the reactants Cl.[NH:2]([C:4]1[CH:14]=[CH:13][C:7]([C:8]([O:10][CH2:11][CH3:12])=[O:9])=[CH:6][CH:5]=1)N.[CH:15](=O)[CH2:16][CH2:17][CH2:18][CH2:19][CH3:20], predict the reaction product. The product is: [CH2:17]([C:16]1[C:14]2[C:4](=[CH:5][CH:6]=[C:7]([C:8]([O:10][CH2:11][CH3:12])=[O:9])[CH:13]=2)[NH:2][CH:15]=1)[CH2:18][CH2:19][CH3:20].